Predict the reactants needed to synthesize the given product. From a dataset of Full USPTO retrosynthesis dataset with 1.9M reactions from patents (1976-2016). Given the product [CH3:3][C:2]1[CH:1]=[C:7]([C:12]#[C:11][CH3:13])[CH:8]=[C:9]([CH3:22])[C:10]=1[C:14]1[C:15](=[O:21])[CH2:16][CH2:17][C:18]=1[O:19][CH3:20], predict the reactants needed to synthesize it. The reactants are: [C:1]([Mg]Br)#[C:2][CH3:3].Br[C:7]1[CH:12]=[C:11]([CH3:13])[C:10]([C:14]2[C:15](=[O:21])[CH2:16][CH2:17][C:18]=2[O:19][CH3:20])=[C:9]([CH3:22])[CH:8]=1.